This data is from Full USPTO retrosynthesis dataset with 1.9M reactions from patents (1976-2016). The task is: Predict the reactants needed to synthesize the given product. (1) Given the product [C:33]([O:32][C:28]1[CH:27]=[C:26]([C:13]2[CH:14]=[CH:15][C:10]([CH2:9][NH:8][C:6](=[O:7])[O:5][C:1]([CH3:4])([CH3:3])[CH3:2])=[CH:11][CH:12]=2)[CH:31]=[CH:30][N:29]=1)([CH3:36])([CH3:34])[CH3:35], predict the reactants needed to synthesize it. The reactants are: [C:1]([O:5][C:6]([NH:8][CH2:9][C:10]1[CH:15]=[CH:14][C:13](B(O)O)=[CH:12][CH:11]=1)=[O:7])([CH3:4])([CH3:3])[CH3:2].C(=O)([O-])[O-].[K+].[K+].Br[C:26]1[CH:31]=[CH:30][N:29]=[C:28]([O:32][C:33]([CH3:36])([CH3:35])[CH3:34])[CH:27]=1. (2) The reactants are: [NH2:1][C:2]1[CH:7]=[CH:6][C:5]([O:8][CH2:9][C:10]#[CH:11])=[CH:4][C:3]=1[C:12]([C:14]1[CH:19]=[CH:18][C:17]([CH:20]2[CH2:22][CH2:21]2)=[CH:16][CH:15]=1)=[O:13].[CH:23](=O)[C:24]1[CH:29]=[CH:28][CH:27]=[CH:26][CH:25]=1.CC(O)=O.[Na]. Given the product [CH2:23]([NH:1][C:2]1[CH:7]=[CH:6][C:5]([O:8][CH2:9][C:10]#[CH:11])=[CH:4][C:3]=1[C:12]([C:14]1[CH:15]=[CH:16][C:17]([CH:20]2[CH2:21][CH2:22]2)=[CH:18][CH:19]=1)=[O:13])[C:24]1[CH:29]=[CH:28][CH:27]=[CH:26][CH:25]=1, predict the reactants needed to synthesize it. (3) Given the product [C:1]([C:5]1[CH:10]=[CH:9][C:8]([C:11]2[C:12]3[O:19][C:18]([C:20]4[CH:21]=[C:22]([NH:26][C:28]([NH:27][C:30]5[CH:35]=[CH:34][CH:33]=[CH:32][CH:31]=5)=[O:29])[CH:23]=[N:24][CH:25]=4)=[CH:17][C:13]=3[CH:14]=[N:15][CH:16]=2)=[CH:7][CH:6]=1)([CH3:4])([CH3:2])[CH3:3], predict the reactants needed to synthesize it. The reactants are: [C:1]([C:5]1[CH:10]=[CH:9][C:8]([C:11]2[C:12]3[O:19][C:18]([C:20]4[CH:21]=[C:22]([NH2:26])[CH:23]=[N:24][CH:25]=4)=[CH:17][C:13]=3[CH:14]=[N:15][CH:16]=2)=[CH:7][CH:6]=1)([CH3:4])([CH3:3])[CH3:2].[N:27]([C:30]1[CH:35]=[CH:34][CH:33]=[CH:32][CH:31]=1)=[C:28]=[O:29].